Dataset: Forward reaction prediction with 1.9M reactions from USPTO patents (1976-2016). Task: Predict the product of the given reaction. (1) Given the reactants O=C1[CH:8]2[CH:3]1[CH2:4][CH2:5][N:6]([C:9]([O:11][C:12]([CH3:15])([CH3:14])[CH3:13])=[O:10])[CH2:7]2.C[OH:17].[Cl-].[NH4+].[N-:20]=[N+:21]=[N-:22].[Na+], predict the reaction product. The product is: [N:20]([CH:3]1[CH2:4][CH2:5][N:6]([C:9]([O:11][C:12]([CH3:15])([CH3:14])[CH3:13])=[O:10])[CH2:7][CH:8]1[OH:17])=[N+:21]=[N-:22]. (2) The product is: [S:31]([OH:35])([OH:34])(=[O:33])=[O:32].[F:1][C:2]1[CH:7]=[CH:6][C:5]([F:8])=[CH:4][C:3]=1[C@H:9]1[CH2:13][CH2:12][CH2:11][N:10]1[C:14]1[CH:19]=[CH:18][N:17]2[N:20]=[CH:21][C:22]([NH:23][C:24]([CH2:9][N:10]3[CH2:14][CH:36]([OH:37])[CH2:11]3)=[O:25])=[C:16]2[N:15]=1. Given the reactants [F:1][C:2]1[CH:7]=[CH:6][C:5]([F:8])=[CH:4][C:3]=1[C@H:9]1[CH2:13][CH2:12][CH2:11][N:10]1[C:14]1[CH:19]=[CH:18][N:17]2[N:20]=[CH:21][C:22]([NH:23][C:24](N3CC(O)C3)=[O:25])=[C:16]2[N:15]=1.[S:31](=[O:35])(=[O:34])([OH:33])[OH:32].[CH3:36][OH:37], predict the reaction product. (3) Given the reactants [Cl:1][C:2]1[NH:6][N:5]=[C:4]([C:7]([OH:9])=O)[CH:3]=1.O=S(Cl)Cl.[Cl:14][C:15]1[CH:21]=[C:20]([F:22])[CH:19]=[CH:18][C:16]=1[NH2:17], predict the reaction product. The product is: [Cl:1][C:2]1[NH:6][N:5]=[C:4]([C:7]([NH:17][C:16]2[CH:18]=[CH:19][C:20]([F:22])=[CH:21][C:15]=2[Cl:14])=[O:9])[CH:3]=1. (4) Given the reactants [ClH:1].C(OC(=O)[NH:8][C@H:9]([C:13]([N:15]1[CH2:20][CH2:19][CH:18]([O:21][C:22]2[CH:27]=[CH:26][C:25]([Cl:28])=[CH:24][N:23]=2)[CH2:17][CH2:16]1)=[O:14])[CH:10]([CH3:12])[CH3:11])(C)(C)C, predict the reaction product. The product is: [ClH:28].[ClH:1].[Cl:28][C:25]1[CH:26]=[CH:27][C:22]([O:21][CH:18]2[CH2:19][CH2:20][N:15]([C:13](=[O:14])[C@@H:9]([NH2:8])[CH:10]([CH3:12])[CH3:11])[CH2:16][CH2:17]2)=[N:23][CH:24]=1. (5) Given the reactants [C:1]([O:5][C:6]([C:8]1[NH:9][C:10]2[C:15]([C:16]=1[N:17]1[C:22](=[O:23])[C:21]3=[CH:24][S:25][CH:26]=[C:20]3[NH:19][C:18]1=[O:27])=[CH:14][C:13]([C:28]([F:31])([F:30])[F:29])=[CH:12][CH:11]=2)=[O:7])([CH3:4])([CH3:3])[CH3:2].[C:32](O[C:32]([O:34][C:35]([CH3:38])([CH3:37])[CH3:36])=[O:33])([O:34][C:35]([CH3:38])([CH3:37])[CH3:36])=[O:33].C(OCC)(=O)C, predict the reaction product. The product is: [C:1]([O:5][C:6]([C:8]1[NH:9][C:10]2[C:15]([C:16]=1[N:17]1[C:22](=[O:23])[C:21]3=[CH:24][S:25][CH:26]=[C:20]3[N:19]([C:32]([O:34][C:35]([CH3:38])([CH3:37])[CH3:36])=[O:33])[C:18]1=[O:27])=[CH:14][C:13]([C:28]([F:29])([F:30])[F:31])=[CH:12][CH:11]=2)=[O:7])([CH3:4])([CH3:2])[CH3:3]. (6) Given the reactants [CH:1](=O)[CH2:2][CH2:3][CH2:4][CH2:5][CH3:6].C(O)(=O)C.C(O[BH-](OC(=O)C)OC(=O)C)(=O)C.[Na+].[CH2:26]([NH:34][C:35]1[CH:40]=[CH:39][C:38]([C:41]2[CH:46]=[CH:45][C:44]([NH:47][C:48]([C:50]3[CH:55]=[C:54]([N+:56]([O-:58])=[O:57])[CH:53]=[CH:52][C:51]=3[Cl:59])=[O:49])=[CH:43][CH:42]=2)=[CH:37][CH:36]=1)[CH2:27][CH2:28][CH2:29][CH2:30][CH2:31][CH2:32][CH3:33].C(=O)(O)[O-].[Na+], predict the reaction product. The product is: [ClH:59].[CH2:1]([N:34]([C:35]1[CH:36]=[CH:37][C:38]([C:41]2[CH:46]=[CH:45][C:44]([NH:47][C:48]([C:50]3[CH:55]=[C:54]([N+:56]([O-:58])=[O:57])[CH:53]=[CH:52][C:51]=3[Cl:59])=[O:49])=[CH:43][CH:42]=2)=[CH:39][CH:40]=1)[CH2:26][CH2:27][CH2:28][CH2:29][CH2:30][CH2:31][CH2:32][CH3:33])[CH2:2][CH2:3][CH2:4][CH2:5][CH3:6].